This data is from Peptide-MHC class II binding affinity with 134,281 pairs from IEDB. The task is: Regression. Given a peptide amino acid sequence and an MHC pseudo amino acid sequence, predict their binding affinity value. This is MHC class II binding data. (1) The peptide sequence is RNGRLLSIPISINYR. The MHC is DRB1_0301 with pseudo-sequence DRB1_0301. The binding affinity (normalized) is 0.429. (2) The peptide sequence is ASAAALAGDAAGAWR. The MHC is HLA-DQA10501-DQB10301 with pseudo-sequence HLA-DQA10501-DQB10301. The binding affinity (normalized) is 0.573. (3) The peptide sequence is AEDVIPEGWKADTSY. The MHC is DRB1_1302 with pseudo-sequence DRB1_1302. The binding affinity (normalized) is 0.198. (4) The peptide sequence is AQLSQLISLLPSTLQ. The MHC is HLA-DQA10501-DQB10301 with pseudo-sequence HLA-DQA10501-DQB10301. The binding affinity (normalized) is 0.230.